This data is from Full USPTO retrosynthesis dataset with 1.9M reactions from patents (1976-2016). The task is: Predict the reactants needed to synthesize the given product. The reactants are: [C:1]([O:5][C:6]([N:8]1[CH2:12][CH2:11][CH2:10][CH:9]1[CH2:13][O:14][C:15]1[CH:20]=[CH:19][C:18](I)=[CH:17][C:16]=1[CH3:22])=[O:7])([CH3:4])([CH3:3])[CH3:2].CCN(CC)CC. Given the product [CH3:1][O:5][C:6](=[O:7])[C:18]1[CH:19]=[CH:20][C:15]([O:14][CH2:13][CH:9]2[CH2:10][CH2:11][CH2:12][N:8]2[C:6]([O:5][C:1]([CH3:4])([CH3:3])[CH3:2])=[O:7])=[C:16]([CH3:22])[CH:17]=1, predict the reactants needed to synthesize it.